From a dataset of Peptide-MHC class I binding affinity with 185,985 pairs from IEDB/IMGT. Regression. Given a peptide amino acid sequence and an MHC pseudo amino acid sequence, predict their binding affinity value. This is MHC class I binding data. (1) The peptide sequence is MLMAASRAL. The MHC is BoLA-D18.4 with pseudo-sequence BoLA-D18.4. The binding affinity (normalized) is 0.467. (2) The peptide sequence is PPQATAKYL. The MHC is HLA-B44:02 with pseudo-sequence HLA-B44:02. The binding affinity (normalized) is 0.0847. (3) The peptide sequence is ILGFRKIPM. The MHC is Patr-A0401 with pseudo-sequence Patr-A0401. The binding affinity (normalized) is 0.0629. (4) The peptide sequence is KVCQRIVGLL. The MHC is Patr-B0101 with pseudo-sequence Patr-B0101. The binding affinity (normalized) is 0.381. (5) The peptide sequence is CTLYVTVFY. The MHC is Mamu-B6601 with pseudo-sequence Mamu-B6601. The binding affinity (normalized) is 0.522. (6) The peptide sequence is YHSNVKEL. The MHC is HLA-B54:01 with pseudo-sequence HLA-B54:01. The binding affinity (normalized) is 0.